From a dataset of Forward reaction prediction with 1.9M reactions from USPTO patents (1976-2016). Predict the product of the given reaction. (1) Given the reactants [C:1]12([C:7]3[C:11]4[CH2:12][NH:13][CH2:14][CH2:15][C:10]=4[NH:9][N:8]=3)[CH2:6][CH:5]1[CH2:4][CH2:3][CH2:2]2.[Cl:16][C:17]1[CH:22]=[CH:21][CH:20]=[C:19]([N:23]=[C:24]=[O:25])[CH:18]=1.O, predict the reaction product. The product is: [C:1]12([C:7]3[C:11]4[CH2:12][N:13]([C:24]([NH:23][C:19]5[CH:20]=[CH:21][CH:22]=[C:17]([Cl:16])[CH:18]=5)=[O:25])[CH2:14][CH2:15][C:10]=4[NH:9][N:8]=3)[CH2:6][CH:5]1[CH2:4][CH2:3][CH2:2]2. (2) Given the reactants [C:1]([NH:8][C:9]1[CH:14]=[CH:13][C:12]([NH2:15])=[CH:11][CH:10]=1)([O:3][C:4]([CH3:7])([CH3:6])[CH3:5])=[O:2].CCN(CC)CC.[C:23]1([S:33](Cl)(=[O:35])=[O:34])[C:24]([S:29](Cl)(=[O:31])=[O:30])=[CH:25][CH:26]=[CH:27][CH:28]=1, predict the reaction product. The product is: [O:34]=[S:33]1(=[O:35])[C:23]2[CH:28]=[CH:27][CH:26]=[CH:25][C:24]=2[S:29](=[O:30])(=[O:31])[N:15]1[C:12]1[CH:11]=[CH:10][C:9]([NH:8][C:1](=[O:2])[O:3][C:4]([CH3:7])([CH3:6])[CH3:5])=[CH:14][CH:13]=1. (3) Given the reactants CN([C:4]([O:8][N:9]1N=NC2C=CC=[N:15][C:10]1=2)=[N+:5](C)C)C.F[P-](F)(F)(F)(F)F.[CH:25]([N:28]([CH2:32][CH3:33])[CH:29]([CH3:31])C)([CH3:27])C.N1CCCC(C(O)=O)C1, predict the reaction product. The product is: [CH2:33]1[CH:31]2[CH:27]([C:4]3[O:8][N:9]=[C:10]([NH2:15])[N:5]=3)[CH2:25][N:28]([CH2:29]2)[CH2:32]1. (4) The product is: [CH2:1]([O:8][CH2:9][CH:10]([OH:11])[CH2:14][OH:13])[C:2]1[CH:7]=[CH:6][CH:5]=[CH:4][CH:3]=1. Given the reactants [CH2:1]([O:8][CH2:9][CH:10]1[CH2:14][O:13]C(C)(C)[O:11]1)[C:2]1[CH:7]=[CH:6][CH:5]=[CH:4][CH:3]=1.Cl.C([O-])(O)=O.[Na+].O, predict the reaction product. (5) Given the reactants CO[C:3](=[O:35])[C:4]1[CH:9]=[CH:8][C:7]([CH:10]([NH:23][C:24]([NH:26][C:27]2[CH:32]=[C:31]([Cl:33])[CH:30]=[C:29]([Cl:34])[CH:28]=2)=[O:25])C2C=CC(C3CCCCC=3)=CC=2)=[CH:6][CH:5]=1.[H-].[CH2:42]([Al+][CH2:42][CH:43]([CH3:45])[CH3:44])[CH:43]([CH3:45])[CH3:44].Cl.O, predict the reaction product. The product is: [C:45]1([C:43]2[CH:42]=[CH:5][C:4]([N:23]([CH2:10][C:7]3[CH:8]=[CH:9][C:4]([CH2:3][OH:35])=[CH:5][CH:6]=3)[C:24]([NH:26][C:27]3[CH:28]=[C:29]([Cl:34])[CH:30]=[C:31]([Cl:33])[CH:32]=3)=[O:25])=[CH:3][CH:44]=2)[CH2:31][CH2:32][CH2:27][CH2:28][CH:29]=1. (6) Given the reactants [C:1]1([CH3:12])[CH:6]=[CH:5][CH:4]=[CH:3][C:2]=1[C:7]1[N:8]=[N:9][S:10][CH:11]=1.[Br:13]N1C(=O)CCC1=O.N(C(C)(C)C#N)=NC(C)(C)C#N, predict the reaction product. The product is: [Br:13][CH2:12][C:1]1[CH:6]=[CH:5][CH:4]=[CH:3][C:2]=1[C:7]1[N:8]=[N:9][S:10][CH:11]=1. (7) The product is: [CH3:1][C:2]1[CH:3]=[CH:4][C:5]([C:21]([NH:23][C:24]2[CH:25]=[C:26]([C:36]([F:38])([F:39])[F:37])[CH:27]=[C:28]([N:30]3[CH:34]=[N:33][C:32]([CH3:35])=[CH:31]3)[CH:29]=2)=[O:22])=[CH:6][C:7]=1[NH:8][C:9]1[N:10]=[CH:11][CH:12]=[C:13]([C:15]2[CH:16]=[CH:17][CH:18]=[N:19][CH:20]=2)[N:14]=1.[C:47]([O-:54])(=[O:53])/[CH:48]=[CH:49]\[C:50]([O-:52])=[O:51]. Given the reactants [CH3:1][C:2]1[CH:3]=[CH:4][C:5]([C:21]([NH:23][C:24]2[CH:25]=[C:26]([C:36]([F:39])([F:38])[F:37])[CH:27]=[C:28]([N:30]3[CH:34]=[N:33][C:32]([CH3:35])=[CH:31]3)[CH:29]=2)=[O:22])=[CH:6][C:7]=1[NH:8][C:9]1[N:10]=[CH:11][CH:12]=[C:13]([C:15]2[CH:16]=[CH:17][CH:18]=[N:19][CH:20]=2)[N:14]=1.CN1CCCC1=O.[C:47]([OH:54])(=[O:53])/[CH:48]=[CH:49]\[C:50]([OH:52])=[O:51], predict the reaction product. (8) Given the reactants [CH2:1]([O:3][C:4](=[O:20])[CH2:5][S:6]([C:9]1[CH:14]=[CH:13][C:12]([O:15][CH2:16][C:17]#[C:18][CH3:19])=[CH:11][CH:10]=1)(=[O:8])=[O:7])[CH3:2].Cl.[CH:22]([N:25]([CH2:29][CH2:30]Cl)[CH2:26][CH2:27]Cl)([CH3:24])[CH3:23], predict the reaction product. The product is: [CH2:16]([O:15][C:12]1[CH:11]=[CH:10][C:9]([S:6]([C:5]2([C:4]([O:3][CH2:1][CH3:2])=[O:20])[CH2:30][CH2:29][N:25]([CH:22]([CH3:24])[CH3:23])[CH2:26][CH2:27]2)(=[O:7])=[O:8])=[CH:14][CH:13]=1)[C:17]#[C:18][CH3:19].